Dataset: Reaction yield outcomes from USPTO patents with 853,638 reactions. Task: Predict the reaction yield, written as a fraction of the theoretical maximum amount of product (1.0 means a 100% yield; for example, 0.34 means a 34% yield). The reactants are [F:1][C:2]1[CH:7]=[C:6]([F:8])[CH:5]=[CH:4][C:3]=1[N:9]1[CH2:14][CH2:13][CH2:12][CH:11]([OH:15])[CH2:10]1.C(Cl)Cl.ClC(O[C:23]1[CH:28]=[CH:27][C:26]([N+:29]([O-])=O)=C[CH:24]=1)=O.C(N(CC)CC)C.[C:39](=O)([O-])[O:40]C1C=CC([N+]([O-])=O)=CC=1.N1CCCCC1. No catalyst specified. The product is [N:29]1([C:39]([O:15][CH:11]2[CH2:12][CH2:13][CH2:14][N:9]([C:3]3[CH:4]=[CH:5][C:6]([F:8])=[CH:7][C:2]=3[F:1])[CH2:10]2)=[O:40])[CH2:24][CH2:23][CH2:28][CH2:27][CH2:26]1. The yield is 0.850.